This data is from Catalyst prediction with 721,799 reactions and 888 catalyst types from USPTO. The task is: Predict which catalyst facilitates the given reaction. Reactant: [CH:1]([C:3]1[C:12]2[C:7](=[CH:8][CH:9]=[CH:10][CH:11]=2)[CH:6]=[C:5]([C:13]2([OH:26])[CH2:18][CH2:17][N:16]([C:19]([O:21][C:22]([CH3:25])([CH3:24])[CH3:23])=[O:20])[CH2:15][CH2:14]2)[CH:4]=1)=[O:2].CC(=CC)C.P([O-])(O)(O)=[O:33].[Na+].Cl([O-])=O.[Na+]. Product: [C:22]([O:21][C:19]([N:16]1[CH2:17][CH2:18][C:13]([C:5]2[CH:4]=[C:3]([C:1]([OH:33])=[O:2])[C:12]3[C:7]([CH:6]=2)=[CH:8][CH:9]=[CH:10][CH:11]=3)([OH:26])[CH2:14][CH2:15]1)=[O:20])([CH3:23])([CH3:25])[CH3:24]. The catalyst class is: 664.